Dataset: Catalyst prediction with 721,799 reactions and 888 catalyst types from USPTO. Task: Predict which catalyst facilitates the given reaction. (1) Reactant: FC(F)(F)C(O)=O.[F:8][C:9]1[C:14]([F:15])=[CH:13][CH:12]=[CH:11][C:10]=1[C@H:16]1[CH2:22][N:21]2[C:23]([C:26]3([C:29]([F:32])([F:31])[F:30])[CH2:28][CH2:27]3)=[N:24][N:25]=[C:20]2[C@H:19]([NH:33]C(=O)OC(C)(C)C)[CH2:18][CH2:17]1. Product: [F:8][C:9]1[C:14]([F:15])=[CH:13][CH:12]=[CH:11][C:10]=1[C@H:16]1[CH2:22][N:21]2[C:23]([C:26]3([C:29]([F:32])([F:30])[F:31])[CH2:27][CH2:28]3)=[N:24][N:25]=[C:20]2[C@H:19]([NH2:33])[CH2:18][CH2:17]1. The catalyst class is: 4. (2) Reactant: Cl.[CH3:2][O:3][C:4](=[O:12])[C@H:5]([CH2:7][Si:8]([CH3:11])([CH3:10])[CH3:9])[NH2:6].C(N(CC)CC)C.[CH2:20]([O:27][C:28](ON1C(=O)CCC1=O)=[O:29])[C:21]1[CH:26]=[CH:25][CH:24]=[CH:23][CH:22]=1. Product: [CH3:2][O:3][C:4](=[O:12])[C@H:5]([CH2:7][Si:8]([CH3:11])([CH3:10])[CH3:9])[NH:6][C:28]([O:27][CH2:20][C:21]1[CH:26]=[CH:25][CH:24]=[CH:23][CH:22]=1)=[O:29]. The catalyst class is: 1. (3) Reactant: [C:1]12([CH2:11][NH:12][C:13]([C:15]3[C:20]([Cl:21])=[CH:19][CH:18]=[C:17](Cl)[N:16]=3)=[O:14])[CH2:10][CH:5]3[CH2:6][CH:7]([CH2:9][CH:3]([CH2:4]3)[CH2:2]1)[CH2:8]2.[N-:23]=[N+:24]=[N-:25].[Na+].O. Product: [C:1]12([CH2:11][NH:12][C:13]([C:15]3[C:20]([Cl:21])=[CH:19][CH:18]=[C:17]([N:23]=[N+:24]=[N-:25])[N:16]=3)=[O:14])[CH2:10][CH:5]3[CH2:6][CH:7]([CH2:9][CH:3]([CH2:4]3)[CH2:2]1)[CH2:8]2. The catalyst class is: 3. (4) Reactant: [C:1]([O:4][C:5]1[CH:10]=[CH:9][C:8]([F:11])=[CH:7][C:6]=1[O:12][CH3:13])(=[O:3])[CH3:2].[I:14]Cl. Product: [C:1]([O:4][C:5]1[CH:10]=[C:9]([I:14])[C:8]([F:11])=[CH:7][C:6]=1[O:12][CH3:13])(=[O:3])[CH3:2]. The catalyst class is: 2. (5) Reactant: [O:1]=[C:2]1[NH:7][CH:6]([C:8](OC(C)C)=[O:9])[CH2:5][O:4][CH2:3]1.[BH4-].[Na+].[Cl-].[NH4+]. Product: [OH:9][CH2:8][CH:6]1[NH:7][C:2](=[O:1])[CH2:3][O:4][CH2:5]1. The catalyst class is: 8. (6) Reactant: [Br:1][C:2]1[C:3]([Cl:10])=[N:4][C:5]([NH2:9])=[N:6][C:7]=1[CH3:8].[CH3:11][C:12](=O)[CH2:13][CH2:14][C:15](=O)[CH3:16].C1(C)C=CC(S(O)(=O)=O)=CC=1. Product: [Br:1][C:2]1[C:3]([Cl:10])=[N:4][C:5]([N:9]2[C:15]([CH3:16])=[CH:14][CH:13]=[C:12]2[CH3:11])=[N:6][C:7]=1[CH3:8]. The catalyst class is: 11.